The task is: Predict the reactants needed to synthesize the given product.. This data is from Full USPTO retrosynthesis dataset with 1.9M reactions from patents (1976-2016). Given the product [C@H:52]12[CH2:57][C@H:55]([NH:54][CH2:53]1)[CH2:56][N:51]2[S:48]([C:47]1[C:42]([NH2:41])=[N:43][CH:44]=[C:45]([C:35]2[CH:36]=[CH:37][C:31]3[O:30][CH2:29][CH2:28][N:27]([C:21]4[C:20]5[CH2:19][CH2:18][C@H:17]([CH2:15][CH3:16])[CH2:26][C:25]=5[N:24]=[CH:23][N:22]=4)[CH2:33][C:32]=3[CH:34]=2)[CH:46]=1)(=[O:49])=[O:50], predict the reactants needed to synthesize it. The reactants are: C1(N)C(F)=C(F)C(F)=C(N)C=1F.Cl.Cl.[CH2:15]([C@@H:17]1[CH2:26][C:25]2[N:24]=[CH:23][N:22]=[C:21]([N:27]3[CH2:33][C:32]4[CH:34]=[C:35](B(O)O)[CH:36]=[CH:37][C:31]=4[O:30][CH2:29][CH2:28]3)[C:20]=2[CH2:19][CH2:18]1)[CH3:16].[NH2:41][C:42]1[C:47]([S:48]([N:51]2[CH2:56][C@@H:55]3[CH2:57][C@H:52]2[CH2:53][N:54]3C(OC(C)(C)C)=O)(=[O:50])=[O:49])=[CH:46][C:45](Br)=[CH:44][N:43]=1.